Predict the reactants needed to synthesize the given product. From a dataset of Full USPTO retrosynthesis dataset with 1.9M reactions from patents (1976-2016). (1) The reactants are: Br[CH2:2][C:3]1[CH:8]=[CH:7][C:6]([F:9])=[CH:5][C:4]=1[I:10].[N-:11]=[N+:12]=[N-:13].[Na+]. Given the product [N:11]([CH2:2][C:3]1[CH:8]=[CH:7][C:6]([F:9])=[CH:5][C:4]=1[I:10])=[N+:12]=[N-:13], predict the reactants needed to synthesize it. (2) Given the product [CH:1]1([CH2:6][CH:7]([C:17]2[NH:25][C:20]3=[N:21][CH:22]=[CH:23][CH:24]=[C:19]3[CH:18]=2)[C:8]2[CH:9]=[N:10][C:11]([O:14][CH2:15][CH3:16])=[CH:12][CH:13]=2)[CH2:5][CH2:4][CH2:3][CH2:2]1, predict the reactants needed to synthesize it. The reactants are: [CH:1]1([CH:6]=[C:7]([C:17]2[NH:25][C:20]3=[N:21][CH:22]=[CH:23][CH:24]=[C:19]3[CH:18]=2)[C:8]2[CH:9]=[N:10][C:11]([O:14][CH2:15][CH3:16])=[CH:12][CH:13]=2)[CH2:5][CH2:4][CH2:3][CH2:2]1.